This data is from Forward reaction prediction with 1.9M reactions from USPTO patents (1976-2016). The task is: Predict the product of the given reaction. (1) Given the reactants [N:1]1[CH:6]=[CH:5][C:4](B(O)O)=[CH:3][CH:2]=1.[Br:10][C:11]1[CH:16]=[CH:15][C:14](I)=[C:13]([CH3:18])[CH:12]=1.P([O-])([O-])([O-])=O.[K+].[K+].[K+].C1(C)C=CC=CC=1, predict the reaction product. The product is: [Br:10][C:11]1[CH:16]=[CH:15][C:14]([C:4]2[CH:5]=[CH:6][N:1]=[CH:2][CH:3]=2)=[C:13]([CH3:18])[CH:12]=1. (2) Given the reactants Cl[C:2]1[CH:3]=[CH:4][C:5]2[N:11]3[CH2:12][C@H:8]([CH2:9][CH2:10]3)[N:7]([C:13]([NH:15][C:16]3[CH:17]=[N:18][CH:19]=[CH:20][CH:21]=3)=[O:14])[C:6]=2[N:22]=1.CC1(C)C(C)(C)OB([C:31]2[CH:32]=[CH:33][C:34]([C:37]#[N:38])=[N:35][CH:36]=2)O1.[O-]P([O-])([O-])=O.[K+].[K+].[K+].CC(C1C=C(C(C)C)C(C2C=CC=CC=2P(C2CCCCC2)C2CCCCC2)=C(C(C)C)C=1)C, predict the reaction product. The product is: [C:37]([C:34]1[N:35]=[CH:36][C:31]([C:2]2[CH:3]=[CH:4][C:5]3[N:11]4[CH2:12][C@H:8]([CH2:9][CH2:10]4)[N:7]([C:13]([NH:15][C:16]4[CH:17]=[N:18][CH:19]=[CH:20][CH:21]=4)=[O:14])[C:6]=3[N:22]=2)=[CH:32][CH:33]=1)#[N:38].